Dataset: Drug-target binding data from BindingDB using Kd measurements. Task: Regression. Given a target protein amino acid sequence and a drug SMILES string, predict the binding affinity score between them. We predict pKd (pKd = -log10(Kd in M); higher means stronger binding). Dataset: bindingdb_kd. (1) The small molecule is CC(=O)N(CC(=O)NCCO[C@H]1O[C@H](COS(=O)(=O)[O-])[C@@H](OS(=O)(=O)[O-])[C@H](OS(=O)(=O)[O-])[C@@H]1OS(=O)(=O)[O-])Cc1ccccc1. The target protein (P09038) has sequence MVGVGGGDVEDVTPRPGGCQISGRGARGCNGIPGAAAWEAALPRRRPRRHPSVNPRSRAAGSPRTRGRRTEERPSGSRLGDRGRGRALPGGRLGGRGRGRAPERVGGRGRGRGTAAPRAAPAARGSRPGPAGTMAAGSITTLPALPEDGGSGAFPPGHFKDPKRLYCKNGGFFLRIHPDGRVDGVREKSDPHIKLQLQAEERGVVSIKGVCANRYLAMKEDGRLLASKCVTDECFFFERLESNNYNTYRSRKYTSWYVALKRTGQYKLGSKTGPGQKAILFLPMSAKS. The pKd is 3.5. (2) The drug is CNC(C)[C@H]1CCC(NC(=O)OCC2c3ccccc3-c3ccc(S(=O)(=O)O)cc32)[C@@H](O[C@@H]2C(NC(=O)OCC3c4ccccc4-c4ccc(S(=O)(=O)O)cc43)C[C@@H](NC(=O)OCC3c4ccccc4-c4ccc(S(=O)(=O)O)cc43)C(O[C@H]3OC[C@](C)(O)C(NC)[C@@H]3O)[C@@H]2O)O1. The target protein (P02768) has sequence MKWVTFISLLFLFSSAYSRGVFRRDAHKSEVAHRFKDLGEENFKALVLIAFAQYLQQCPFEDHVKLVNEVTEFAKTCVADESAENCDKSLHTLFGDKLCTVATLRETYGEMADCCAKQEPERNECFLQHKDDNPNLPRLVRPEVDVMCTAFHDNEETFLKKYLYEIARRHPYFYAPELLFFAKRYKAAFTECCQAADKAACLLPKLDELRDEGKASSAKQRLKCASLQKFGERAFKAWAVARLSQRFPKAEFAEVSKLVTDLTKVHTECCHGDLLECADDRADLAKYICENQDSISSKLKECCEKPLLEKSHCIAEVENDEMPADLPSLAADFVESKDVCKNYAEAKDVFLGMFLYEYARRHPDYSVVLLLRLAKTYETTLEKCCAAADPHECYAKVFDEFKPLVEEPQNLIKQNCELFEQLGEYKFQNALLVRYTKKVPQVSTPTLVEVSRNLGKVGSKCCKHPEAKRMPCAEDYLSVVLNQLCVLHEKTPVSDRVTKC.... The pKd is 4.8. (3) The drug is COc1cc(Nc2ncc(F)c(Nc3ccc4c(n3)NC(=O)C(C)(C)O4)n2)cc(OC)c1OC. The target protein (Q8IW41) has sequence MSEESDMDKAIKETSILEEYSINWTQKLGAGISGPVRVCVKKSTQERFALKILLDRPKARNEVRLHMMCATHPNIVQIIEVFANSVQFPHESSPRARLLIVMEMMEGGELFHRISQHRHFTEKQASQVTKQIALALRHCHLLNIAHRDLKPENLLFKDNSLDAPVKLCDFGFAKIDQGDLMTPQFTPYYVAPQVLEAQRRHQKEKSGIIPTSPTPYTYNKSCDLWSLGVIIYVMLCGYPPFYSKHHSRTIPKDMRRKIMTGSFEFPEEEWSQISEMAKDVVRKLLKVKPEERLTIEGVLDHPWLNSTEALDNVLPSAQLMMDKAVVAGIQQAHAEQLANMRIQDLKVSLKPLHSVNNPILRKRKLLGTKPKDSVYIHDHENGAEDSNVALEKLRDVIAQCILPQAGKGENEDEKLNEVMQEAWKYNRECKLLRDTLQSFSWNGRGFTDKVDRLKLAEIVKQVIEEQTTSHESQ. The pKd is 5.0. (4) The drug is Cc1ccc(-n2nc(C(C)(C)C)cc2NC(=O)Nc2ccc(OCCN3CCOCC3)c3ccccc23)cc1. The target protein sequence is MRGARGAWDFLCVLLLLLRVQTGSSQPSVSPGEPSPPSIHPGKSDLIVRVGDEIRLLCTDPGFVKWTFEILDETNENKQNEWITEKAEATNTGKYTCTNKHGLSNSIYVFVRDPAKLFLVDRSLYGKEDNDTLVRCPLTDPEVTNYSLKGCQGKPLPKDLRFIPDPKAGIMIKSVKRAYHRLCLHCSVDQEGKSVLSEKFILKVRPAFKAVPVVSVSKASYLLREGEEFTVTCTIKDVSSSVYSTWKRENSQTKLQEKYNSWHHGDFNYERQATLTISSARVNDSGVFMCYANNTFGSANVTTTLEVVDKGFINIFPMINTTVFVNDGENVDLIVEYEAFPKPEHQQWIYMNRTFTDKWEDYPKSENESNIRYVSELHLTRLKGTEGGTYTFLVSNSDVNAAIAFNVYVNTKPEILTYDRLVNGMLQCVAAGFPEPTIDWYFCPGTEQRCSASVLPVDVQTLNSSGPPFGKLVVQSSIDSSAFKHNGTVECKAYNDVGKT.... The pKd is 6.7. (5) The compound is NCCCC[C@H](COC(N)=O)NC(=O)CN(CCCCN)C(=O)OC[C@@H](N)CCCNc1c(N)c(=O)c1=O. The target protein (P04608) has sequence MEPVDPRLEPWKHPGSQPKTACTNCYCKKCCFHCQVCFITKALGISYGRKKRRQRRRAHQNSQTHQASLSKQPTSQPRGDPTGPKE. The pKd is 5.1. (6) The small molecule is CCn1c(-c2nonc2N)nc2c(C#CC(C)(C)O)ncc(OC[C@H]3CCCNC3)c21. The target protein (P54646) has sequence MAEKQKHDGRVKIGHYVLGDTLGVGTFGKVKIGEHQLTGHKVAVKILNRQKIRSLDVVGKIKREIQNLKLFRHPHIIKLYQVISTPTDFFMVMEYVSGGELFDYICKHGRVEEMEARRLFQQILSAVDYCHRHMVVHRDLKPENVLLDAHMNAKIADFGLSNMMSDGEFLRTSCGSPNYAAPEVISGRLYAGPEVDIWSCGVILYALLCGTLPFDDEHVPTLFKKIRGGVFYIPEYLNRSVATLLMHMLQVDPLKRATIKDIREHEWFKQDLPSYLFPEDPSYDANVIDDEAVKEVCEKFECTESEVMNSLYSGDPQDQLAVAYHLIIDNRRIMNQASEFYLASSPPSGSFMDDSAMHIPPGLKPHPERMPPLIADSPKARCPLDALNTTKPKSLAVKKAKWHLGIRSQSKPYDIMAEVYRAMKQLDFEWKVVNAYHLRVRRKNPVTGNYVKMSLQLYLVDNRSYLLDFKSIDDEVVEQRSGSSTPQRSCSAAGLHRPRS.... The pKd is 5.0. (7) The drug is N=C(N)NCCCC(NC(=O)C1CC2CCCCC2N1C(=O)C1Cc2ccccc2CN1C(=O)C(Cc1cccs1)NC(=O)CCCN)C(=O)O. The target protein (Q28642) has sequence MLNITSQVLAPALNGSVSQSSGCPNTEWSGWLNVIQAPFLWVLFVLATLENLFVLSVFCLHKSSCTVAEVYLGNLAAADLILACGLPFWAVTIANHFDWLFGEALCRVVNTMIYMNLYSSICFLMLVSIDRYLALVKTMSIGRMRRVRWAKLYSLVIWGCTLLLSSPMLVFRTMKDYRDEGYNVTACIIDYPSRSWEVFTNVLLNLVGFLLPLSVITFCTVQILQVLRNNEMQKFKEIQTERRATVLVLAVLLLFVVCWLPFQVSTFLDTLLKLGVLSSCWDEHVIDVITQVGSFMGYSNSCLNPLVYVIVGKRFRKKSREVYRAACPKAGCVLEPVQAESSMGTLRTSISVERQIHKLPEWTRSSQ. The pKd is 6.6.